Task: Regression. Given a peptide amino acid sequence and an MHC pseudo amino acid sequence, predict their binding affinity value. This is MHC class I binding data.. Dataset: Peptide-MHC class I binding affinity with 185,985 pairs from IEDB/IMGT (1) The peptide sequence is NHQNVELSL. The MHC is Mamu-A07 with pseudo-sequence Mamu-A07. The binding affinity (normalized) is 0.797. (2) The binding affinity (normalized) is 0.213. The peptide sequence is AEHDPWWAV. The MHC is HLA-B83:01 with pseudo-sequence HLA-B83:01. (3) The peptide sequence is ISKKAKGWF. The binding affinity (normalized) is 0.292. The MHC is HLA-B15:03 with pseudo-sequence HLA-B15:03. (4) The peptide sequence is NERWFREVI. The MHC is HLA-B18:01 with pseudo-sequence HLA-B18:01. The binding affinity (normalized) is 0.839.